Dataset: Full USPTO retrosynthesis dataset with 1.9M reactions from patents (1976-2016). Task: Predict the reactants needed to synthesize the given product. (1) Given the product [Cl:19][CH2:20][CH2:21][N:8]1[C:9]2[C:5](=[CH:4][C:3]([O:2][CH3:1])=[CH:11][CH:10]=2)[CH:6]=[C:7]1[C:12]([O:14][CH2:15][CH3:16])=[O:13], predict the reactants needed to synthesize it. The reactants are: [CH3:1][O:2][C:3]1[CH:4]=[C:5]2[C:9](=[CH:10][CH:11]=1)[NH:8][C:7]([C:12]([O:14][CH2:15][CH3:16])=[O:13])=[CH:6]2.[H-].[Na+].[Cl:19][CH:20](Cl)[CH3:21].[I-].[K+]. (2) Given the product [C:1]([C:5]1[N:10]=[C:9]([O:11][CH2:12][CH3:13])[C:8]([C:14]2[N:15]([C:33]([N:40]3[CH2:41][CH2:42][N:37]([CH3:36])[CH2:38][CH2:39]3)=[O:34])[C@H:16]([C:26]3[CH:31]=[CH:30][C:29]([Cl:32])=[CH:28][CH:27]=3)[C@H:17]([C:19]3[CH:24]=[CH:23][C:22]([Cl:25])=[CH:21][CH:20]=3)[N:18]=2)=[CH:7][N:6]=1)([CH3:3])([CH3:2])[CH3:4], predict the reactants needed to synthesize it. The reactants are: [C:1]([C:5]1[N:10]=[C:9]([O:11][CH2:12][CH3:13])[C:8]([C:14]2[N:15]([C:33](Cl)=[O:34])[CH:16]([C:26]3[CH:31]=[CH:30][C:29]([Cl:32])=[CH:28][CH:27]=3)[CH:17]([C:19]3[CH:24]=[CH:23][C:22]([Cl:25])=[CH:21][CH:20]=3)[N:18]=2)=[CH:7][N:6]=1)([CH3:4])([CH3:3])[CH3:2].[CH3:36][N:37]1[CH2:42][CH2:41][NH:40][CH2:39][CH2:38]1. (3) The reactants are: [CH2:1]([O:8][C:9]1[C:14]([C:15]([CH3:18])([CH3:17])[CH3:16])=[CH:13][CH:12]=[CH:11][C:10]=1B1OC(C)(C)C(C)(C)O1)[C:2]1[CH:7]=[CH:6][CH:5]=[CH:4][CH:3]=1.[C:28]([C:31]1[CH:32]=[C:33](B(O)O)[CH:34]=[CH:35][CH:36]=1)(=[O:30])[CH3:29].C(COC)OC.C(=O)(O)[O-].[Na+]. Given the product [CH2:1]([O:8][C:9]1[C:14]([C:15]([CH3:16])([CH3:17])[CH3:18])=[CH:13][CH:12]=[CH:11][C:10]=1[C:35]1[CH:34]=[CH:33][CH:32]=[C:31]([C:28](=[O:30])[CH3:29])[CH:36]=1)[C:2]1[CH:3]=[CH:4][CH:5]=[CH:6][CH:7]=1, predict the reactants needed to synthesize it. (4) The reactants are: [Cl:1][C:2]1[CH:3]=[C:4]([N:33]([C@H:36]2[CH2:41][CH2:40][C@H:39]([N:42]([CH3:44])[CH3:43])[CH2:38][CH2:37]2)[CH2:34][CH3:35])[C:5]([CH3:32])=[C:6]([CH:31]=1)[C:7]([NH:9][CH2:10][C:11]1[C:12]([NH:28][CH2:29][CH3:30])=[N:13][C:14]([CH3:27])=[CH:15][C:16]=1[O:17]CC1C=CC(OC)=CC=1)=[O:8].C(O)(C(F)(F)F)=O.C(=O)(O)[O-].[Na+]. Given the product [Cl:1][C:2]1[CH:3]=[C:4]([N:33]([C@H:36]2[CH2:41][CH2:40][C@H:39]([N:42]([CH3:43])[CH3:44])[CH2:38][CH2:37]2)[CH2:34][CH3:35])[C:5]([CH3:32])=[C:6]([CH:31]=1)[C:7]([NH:9][CH2:10][C:11]1[C:16](=[O:17])[CH:15]=[C:14]([CH3:27])[NH:13][C:12]=1[NH:28][CH2:29][CH3:30])=[O:8], predict the reactants needed to synthesize it. (5) Given the product [CH3:96][O:95][C:94](=[O:97])[NH:93][C@@H:84]1[CH:83]2[C:82](=[O:98])[CH2:81][C@H:80]([C:78]3[NH:79][C:75]([C:72]4[CH:71]=[CH:70][C:69]([C:64]5[CH:63]=[CH:62][C:61]6[C:66](=[CH:67][CH:68]=[C:59]([C:56]7[NH:55][C:54]([C@@H:51]8[CH2:50][C@H:49]([C:47]#[N:48])[CH2:53][N:52]8[C:7](=[O:9])[C@@H:6]([NH:5][C:3]([O:2][CH3:1])=[O:4])[CH:10]([CH3:12])[CH3:11])=[N:58][CH:57]=7)[CH:60]=6)[CH:65]=5)=[CH:74][CH:73]=4)=[CH:76][N:77]=3)[CH2:92][N:90]3[C:91]2=[C:87]([CH:88]=[CH:89]3)[CH2:86][CH2:85]1, predict the reactants needed to synthesize it. The reactants are: [CH3:1][O:2][C:3]([NH:5][C@@H:6]([CH:10]([CH3:12])[CH3:11])[C:7]([OH:9])=O)=[O:4].CN(C(ON1N=NC2C=CC=NC1=2)=[N+](C)C)C.F[P-](F)(F)(F)(F)F.CCN(C(C)C)C(C)C.Cl.[C:47]([C@@H:49]1[CH2:53][NH:52][C@H:51]([C:54]2[NH:55][C:56]([C:59]3[CH:60]=[C:61]4[C:66](=[CH:67][CH:68]=3)[CH:65]=[C:64]([C:69]3[CH:74]=[CH:73][C:72]([C:75]5[NH:79][C:78]([C@@H:80]6[CH2:92][N:90]7[C:91]8[CH:83]([C@@H:84]([NH:93][C:94](=[O:97])[O:95][CH3:96])[CH2:85][CH2:86][C:87]=8[CH:88]=[CH:89]7)[C:82](=[O:98])[CH2:81]6)=[N:77][CH:76]=5)=[CH:71][CH:70]=3)[CH:63]=[CH:62]4)=[CH:57][N:58]=2)[CH2:50]1)#[N:48].[NH4+].[Cl-]. (6) Given the product [C:21]([C:20]1[CH:23]=[CH:24][C:17]([C:9]2[CH:10]=[C:11]3[N:16]([CH2:37][C@H:34]4[CH2:35][CH2:36][N:32]([C:25]([O:27][C:28]([CH3:29])([CH3:31])[CH3:30])=[O:26])[CH2:33]4)[CH:15]=[CH:14][C:12]3=[N:13][C:8]=2[C:5]2[CH:4]=[CH:3][C:2]([F:1])=[CH:7][CH:6]=2)=[CH:18][CH:19]=1)#[N:22], predict the reactants needed to synthesize it. The reactants are: [F:1][C:2]1[CH:7]=[CH:6][C:5]([C:8]2[N:13]=[C:12]3[CH:14]=[CH:15][NH:16][C:11]3=[CH:10][C:9]=2[C:17]2[CH:24]=[CH:23][C:20]([C:21]#[N:22])=[CH:19][CH:18]=2)=[CH:4][CH:3]=1.[C:25]([N:32]1[CH2:36][CH2:35][C@@H:34]([CH2:37]Br)[CH2:33]1)([O:27][C:28]([CH3:31])([CH3:30])[CH3:29])=[O:26]. (7) Given the product [N:1]1([C:18]([O:17][CH2:10][C:11]2[CH:16]=[CH:15][CH:14]=[CH:13][CH:12]=2)=[O:19])[CH2:2][CH:3]=[CH:4][CH2:5][CH2:6]1, predict the reactants needed to synthesize it. The reactants are: [NH:1]1[CH2:6][CH:5]=[CH:4][CH2:3][CH2:2]1.C(Cl)Cl.[CH2:10]([O:17][C:18](ON1C(=O)CCC1=O)=[O:19])[C:11]1[CH:16]=[CH:15][CH:14]=[CH:13][CH:12]=1.C(N(CC)CC)C. (8) Given the product [CH3:1][N:2]([CH2:15][C:16]1[S:17][CH:18]=[C:19]([CH3:21])[N:20]=1)[C:3](=[O:4])[C:5]1[CH:6]=[C:7]([CH:12]=[CH:13][CH:14]=1)[C:8]([OH:10])=[O:9], predict the reactants needed to synthesize it. The reactants are: [CH3:1][N:2]([CH2:15][C:16]1[S:17][CH:18]=[C:19]([CH3:21])[N:20]=1)[C:3]([C:5]1[CH:6]=[C:7]([CH:12]=[CH:13][CH:14]=1)[C:8]([O:10]C)=[O:9])=[O:4].O[Li].O.